From a dataset of Catalyst prediction with 721,799 reactions and 888 catalyst types from USPTO. Predict which catalyst facilitates the given reaction. (1) Reactant: C[O-].[Na+].[CH3:4][O:5][C:6]1[CH:7]=[C:8]([C:12]23[C:21](=[O:22])[CH2:20][CH2:19][CH2:18][CH:17]2[CH:16]([CH3:23])[C:15]2([O:27][CH2:26][CH2:25][O:24]2)[CH2:14][CH2:13]3)[CH:9]=[CH:10][CH:11]=1.[CH:28](OCC)=[O:29]. Product: [OH:29]/[CH:28]=[C:20]1\[C:21](=[O:22])[C:12]2([C:8]3[CH:9]=[CH:10][CH:11]=[C:6]([O:5][CH3:4])[CH:7]=3)[CH:17]([CH2:18][CH2:19]\1)[CH:16]([CH3:23])[C:15]1([O:24][CH2:25][CH2:26][O:27]1)[CH2:14][CH2:13]2. The catalyst class is: 13. (2) Reactant: [C:1]([O:5][C:6]([N:8]([CH2:21][C@@H:22]1[C@@H:26]([C:27]2[CH:32]=[CH:31][CH:30]=[CH:29][CH:28]=2)[CH2:25][N:24]([C:33]([N:35]2[CH2:40][CH2:39][CH:38]([C:41]([O:43]CC)=[O:42])[CH2:37][CH2:36]2)=[O:34])[CH2:23]1)[C@@H:9]([C:11]1[C:20]2[C:15](=[CH:16][CH:17]=[CH:18][CH:19]=2)[CH:14]=[CH:13][CH:12]=1)[CH3:10])=[O:7])([CH3:4])([CH3:3])[CH3:2].[OH-].[Na+]. Product: [C:1]([O:5][C:6]([N:8]([CH2:21][C@@H:22]1[C@@H:26]([C:27]2[CH:32]=[CH:31][CH:30]=[CH:29][CH:28]=2)[CH2:25][N:24]([C:33]([N:35]2[CH2:36][CH2:37][CH:38]([C:41]([OH:43])=[O:42])[CH2:39][CH2:40]2)=[O:34])[CH2:23]1)[C@@H:9]([C:11]1[C:20]2[C:15](=[CH:16][CH:17]=[CH:18][CH:19]=2)[CH:14]=[CH:13][CH:12]=1)[CH3:10])=[O:7])([CH3:2])([CH3:3])[CH3:4]. The catalyst class is: 8. (3) Reactant: [C:1]([CH2:3][C:4]1[CH:13]=[C:12]([CH2:14][N:15]([C:17]([O:19][C:20]([CH3:23])([CH3:22])[CH3:21])=[O:18])[CH3:16])[CH:11]=[CH:10][C:5]=1[C:6]([O:8]C)=[O:7])#[N:2].[OH-].[Na+]. Product: [C:1]([CH2:3][C:4]1[CH:13]=[C:12]([CH2:14][N:15]([C:17]([O:19][C:20]([CH3:23])([CH3:22])[CH3:21])=[O:18])[CH3:16])[CH:11]=[CH:10][C:5]=1[C:6]([OH:8])=[O:7])#[N:2]. The catalyst class is: 14. (4) Reactant: Cl.[NH:2]1[CH2:5][CH:4]([OH:6])[CH2:3]1.N1C=CN=C1.[CH3:12][C:13]([Si:16](Cl)([C:23]1[CH:28]=[CH:27][CH:26]=[CH:25][CH:24]=1)[C:17]1[CH:22]=[CH:21][CH:20]=[CH:19][CH:18]=1)([CH3:15])[CH3:14]. Product: [Si:16]([O:6][CH:4]1[CH2:5][NH:2][CH2:3]1)([C:13]([CH3:15])([CH3:14])[CH3:12])([C:23]1[CH:24]=[CH:25][CH:26]=[CH:27][CH:28]=1)[C:17]1[CH:22]=[CH:21][CH:20]=[CH:19][CH:18]=1. The catalyst class is: 34. (5) Reactant: Cl.[CH2:2]([O:6][NH2:7])[CH:3]([CH3:5])[CH3:4].[CH3:8][O:9][C:10]1[CH:15]=[CH:14][C:13]([S:16](Cl)(=[O:18])=[O:17])=[CH:12][CH:11]=1.C(N(C(C)C)CC)(C)C.C([C@H](NC(=O)OC(C)(C)C)[C@@H](O)C(NS(C1C=CC(OC)=CC=1)(=O)=O)OCC(C)C)C1C=CC=CC=1.C([C@H](NC(=O)OC(C)(C)C)[C@@H](O)C(NS(C1C=CC(OC)=CC=1)(=O)=O)OCC1C=CC=CC=1)C1C=CC=CC=1. Product: [CH2:2]([O:6][NH:7][S:16]([C:13]1[CH:12]=[CH:11][C:10]([O:9][CH3:8])=[CH:15][CH:14]=1)(=[O:18])=[O:17])[CH:3]([CH3:5])[CH3:4]. The catalyst class is: 1. (6) Reactant: CS([C:4]1[N:9]=[C:8]([C:10]2[N:14]3[CH:15]=[CH:16][CH:17]=[C:18]([C:19]([OH:22])([CH3:21])[CH3:20])[C:13]3=[N:12][CH:11]=2)[CH:7]=[CH:6][N:5]=1)=O.[CH3:23][S:24]([CH2:27][CH:28]1[CH2:33][CH2:32][CH:31]([NH2:34])[CH2:30][CH2:29]1)(=[O:26])=[O:25]. Product: [CH3:23][S:24]([CH2:27][CH:28]1[CH2:33][CH2:32][CH:31]([NH:34][C:4]2[N:9]=[C:8]([C:10]3[N:14]4[CH:15]=[CH:16][CH:17]=[C:18]([C:19]([OH:22])([CH3:20])[CH3:21])[C:13]4=[N:12][CH:11]=3)[CH:7]=[CH:6][N:5]=2)[CH2:30][CH2:29]1)(=[O:25])=[O:26]. The catalyst class is: 179.